This data is from Forward reaction prediction with 1.9M reactions from USPTO patents (1976-2016). The task is: Predict the product of the given reaction. (1) Given the reactants [CH:1]1([NH:8][C:9]([NH2:11])=[O:10])[NH:7][C:5](=[O:6])[NH:4][C:2]1=[O:3].[I:12][C:13]1[CH:14]=[C:15]([CH:18]=[CH:19][CH:20]=1)[CH2:16]Br.[H-].[Na+], predict the reaction product. The product is: [I:12][C:13]1[CH:14]=[C:15]([CH:18]=[CH:19][CH:20]=1)[CH2:16][N:4]1[C:2](=[O:3])[CH:1]([NH:8][C:9]([NH2:11])=[O:10])[NH:7][C:5]1=[O:6]. (2) Given the reactants [Cl:1][C:2]1[CH:3]=[C:4]([CH:22]=[CH:23][C:24]=1[Cl:25])[C:5]([NH:7][C:8]1[CH:13]=[CH:12][C:11]([O:14][C:15]2[CH:20]=[CH:19][CH:18]=[CH:17][CH:16]=2)=[C:10]([F:21])[CH:9]=1)=[O:6].[C:26]1(=[O:32])[O:31][C:29](=[O:30])[CH2:28][CH2:27]1.[Cl-].[Al+3].[Cl-].[Cl-], predict the reaction product. The product is: [Cl:1][C:2]1[CH:3]=[C:4]([CH:22]=[CH:23][C:24]=1[Cl:25])[C:5]([NH:7][C:8]1[CH:13]=[CH:12][C:11]([O:14][C:15]2[CH:20]=[CH:19][C:18]([C:26](=[O:32])[CH2:27][CH2:28][C:29]([OH:31])=[O:30])=[CH:17][CH:16]=2)=[C:10]([F:21])[CH:9]=1)=[O:6].